This data is from CYP2C9 inhibition data for predicting drug metabolism from PubChem BioAssay. The task is: Regression/Classification. Given a drug SMILES string, predict its absorption, distribution, metabolism, or excretion properties. Task type varies by dataset: regression for continuous measurements (e.g., permeability, clearance, half-life) or binary classification for categorical outcomes (e.g., BBB penetration, CYP inhibition). Dataset: cyp2c9_veith. (1) The drug is CCOC(OCC)P(=O)(O)CCCN. The result is 0 (non-inhibitor). (2) The compound is C=C(C)[C@@H]1CC=C(C(=O)O)CC1. The result is 0 (non-inhibitor).